Task: Predict the product of the given reaction.. Dataset: Forward reaction prediction with 1.9M reactions from USPTO patents (1976-2016) Given the reactants [OH:1][C@H:2]([C:37]1[CH:42]=[CH:41][CH:40]=[CH:39][CH:38]=1)[CH2:3][N:4]([CH2:12][CH2:13][C:14]1[CH:19]=[CH:18][C:17]([C:20]2[CH:25]=[CH:24][C:23]([C:26]([NH:28][S:29]([CH3:32])(=[O:31])=[O:30])=[O:27])=[C:22]([O:33][CH:34]([CH3:36])[CH3:35])[CH:21]=2)=[CH:16][CH:15]=1)C(=O)OC(C)(C)C.O1CCOCC1.[ClH:49], predict the reaction product. The product is: [ClH:49].[OH:1][C@H:2]([C:37]1[CH:38]=[CH:39][CH:40]=[CH:41][CH:42]=1)[CH2:3][NH:4][CH2:12][CH2:13][C:14]1[CH:15]=[CH:16][C:17]([C:20]2[CH:25]=[CH:24][C:23]([C:26]([NH:28][S:29]([CH3:32])(=[O:31])=[O:30])=[O:27])=[C:22]([O:33][CH:34]([CH3:36])[CH3:35])[CH:21]=2)=[CH:18][CH:19]=1.